This data is from Forward reaction prediction with 1.9M reactions from USPTO patents (1976-2016). The task is: Predict the product of the given reaction. Given the reactants [NH2:1][C:2]1[CH:7]=[C:6]([Br:8])[CH:5]=[CH:4][C:3]=1[C:9](=[C:11]([C:14]#[N:15])[C:12]#[N:13])[OH:10], predict the reaction product. The product is: [NH2:13][C:12]1[C:11]([C:14]#[N:15])=[C:9]([OH:10])[C:3]2[C:2](=[CH:7][C:6]([Br:8])=[CH:5][CH:4]=2)[N:1]=1.